Predict the reactants needed to synthesize the given product. From a dataset of Retrosynthesis with 50K atom-mapped reactions and 10 reaction types from USPTO. Given the product CS(=O)(=O)c1cccc(-c2cc3c(N4CCOCC4)nc(Cl)nc3s2)c1, predict the reactants needed to synthesize it. The reactants are: CS(=O)(=O)c1cccc(B(O)O)c1.Clc1nc(N2CCOCC2)c2cc(I)sc2n1.